Dataset: Forward reaction prediction with 1.9M reactions from USPTO patents (1976-2016). Task: Predict the product of the given reaction. Given the reactants C[O:2][C:3](=[O:16])[C@H:4]([CH2:12][CH2:13][CH2:14][CH3:15])[NH:5][C:6](=[O:11])[CH2:7][CH2:8][CH:9]=[CH2:10].[OH-].[Na+].Cl, predict the reaction product. The product is: [C:6]([NH:5][C@H:4]([C:3]([OH:16])=[O:2])[CH2:12][CH2:13][CH2:14][CH3:15])(=[O:11])[CH2:7][CH2:8][CH:9]=[CH2:10].